From a dataset of Retrosynthesis with 50K atom-mapped reactions and 10 reaction types from USPTO. Predict the reactants needed to synthesize the given product. (1) Given the product CCCC(NC(=O)Cc1cc(F)cc(F)c1)C(=O)Nc1cn(C(C)(C)CNC)cn1, predict the reactants needed to synthesize it. The reactants are: CCCC(NC(=O)Cc1cc(F)cc(F)c1)C(=O)Nc1cn(C(C)(C)C=O)cn1.CN. (2) Given the product CC(C)N(C(=O)CC(c1cccs1)c1ccccc1O)C(C)C, predict the reactants needed to synthesize it. The reactants are: COc1ccccc1C(CC(=O)N(C(C)C)C(C)C)c1cccs1. (3) Given the product O=C(NCC1(c2nc(-c3ccccc3)cs2)CCOCC1)c1ccc(-c2noc(C(F)(F)F)n2)s1, predict the reactants needed to synthesize it. The reactants are: NCC1(c2nc(-c3ccccc3)cs2)CCOCC1.O=C(O)c1ccc(-c2noc(C(F)(F)F)n2)s1. (4) Given the product CCc1c(C)c(C#N)c2nc3ccccc3n2c1N1CC[C@H](NC(=O)OCc2ccccc2)C1=O, predict the reactants needed to synthesize it. The reactants are: CCc1c(C)c(C#N)c2nc3ccccc3n2c1NCC[C@H](NC(=O)OCc1ccccc1)C(=O)O. (5) Given the product Cc1nc(N2C[C@H](NC(=O)OCc3ccccc3)CC2=O)ccc1[N+](=O)[O-], predict the reactants needed to synthesize it. The reactants are: Cc1nc(NC(=O)C[C@H](CO)NC(=O)OCc2ccccc2)ccc1[N+](=O)[O-]. (6) Given the product O=C1CC[C@@H](C(=O)N[C@H]2CC[C@H](O[N+](=O)[O-])CC2)N1, predict the reactants needed to synthesize it. The reactants are: N[C@H]1CC[C@H](O[N+](=O)[O-])CC1.O=C1CC[C@@H](C(=O)O)N1. (7) Given the product [N-]=[N+]=Nc1cccc(O)c1, predict the reactants needed to synthesize it. The reactants are: Nc1cccc(O)c1.[N-]=[N+]=[N-]. (8) Given the product CCOc1ncc(-c2nc(C(=O)NCCC(=O)O)c(O)c3cc(-c4ccccc4)c(=O)n(CC4CCCCC4)c23)cn1, predict the reactants needed to synthesize it. The reactants are: CCOc1ncc(-c2nc(C(=O)OC)c(O)c3cc(-c4ccccc4)c(=O)n(CC4CCCCC4)c23)cn1.NCCC(=O)O. (9) Given the product O=Cc1cn2c(n1)sc1cc(Cl)ccc12, predict the reactants needed to synthesize it. The reactants are: OCc1cn2c(n1)sc1cc(Cl)ccc12. (10) Given the product CS(=O)(=O)Nc1cccc(-c2nc3c(N4CCOCC4)nc(Cl)nc3s2)c1, predict the reactants needed to synthesize it. The reactants are: CS(=O)(=O)Nc1cccc(B(O)O)c1.Clc1nc(N2CCOCC2)c2nc(I)sc2n1.